This data is from Experimentally validated miRNA-target interactions with 360,000+ pairs, plus equal number of negative samples. The task is: Binary Classification. Given a miRNA mature sequence and a target amino acid sequence, predict their likelihood of interaction. (1) The miRNA is hsa-miR-204-5p with sequence UUCCCUUUGUCAUCCUAUGCCU. The protein sequence of the target gene is MKPGGFWLHLTLLGASLPAALGWMDPGTSRGPDVGVGESQAEEPRSFEVTRREGLSSHNELLASCGKKFCSRGSRCVLSRKTGEPECQCLEACRPSYVPVCGSDGRFYENHCKLHRAACLLGKRITVIHSKDCFLKGDTCTMAGYARLKNVLLALQTRLQPLQEGDSRQDPASQKRLLVESLFRDLDADGNGHLSSSELAQHVLKKQDLDEDLLGCSPGDLLRFDDYNSDSSLTLREFYMAFQVVQLSLAPEDRVSVTTVTVGLSTVLTCAVHGDLRPPIIWKRNGLTLNFLDLEDINDF.... Result: 1 (interaction). (2) The miRNA is hsa-miR-484 with sequence UCAGGCUCAGUCCCCUCCCGAU. The protein sequence of the target gene is MLCASFLGLGLSVAIVGPTFQDLATNVNRNISSLSFIFVGRALGYLSGSVIGGFLVDVMNYFLLLGISMSATTVGLYLVPFCKTAILLTVMMSIFGVSIGILDTGGNVLILAIWGDKGAPHMQALHFSFALGAFLAPLLAKLALGPTASAENHTESDFHPALNQSSDADSEALFGVPNDKNLLWAYAVIGTYMFLVSVIFFCLFLKNSSKQEKARASAETFRRAKYHNALLCLLFLFFFFYVGAEVTYGSYVFSFATTHAGMKESEAAGLNSIFWGTFAACRGLAIFFATCLQPGTMIVL.... Result: 0 (no interaction). (3) The miRNA is mmu-miR-7116-3p with sequence UUUUUUUCCUUUGCCUUCUCAG. The protein sequence of the target gene is MASEIHMTGPMCLIENTNGRLMANPEALKILSAITQPMVVVAIVGLYRTGKSYLMNKLAGKKKGFSLGSTVQSHTKGIWMWCVPHPKKPGHILVLLDTEGLGDVEKGDNQNDSWIFALAVLLSSTFVYNSIGTINQQAMDQLYYVTELTHRIRSKSSPDENENEVEDSADFVSFFPDFVWTLRDFSLDLEADGQPLTPDEYLTYSLKLKKGTSQKDETFNLPRLCIRKFFPKKKCFVFDRPVHRRKLAQLEKLQDEELDPEFVQQVADFCSYIFSNSKTKTLSGGIQVNGPRLESLVLTY.... Result: 0 (no interaction). (4) The miRNA is hsa-miR-4728-5p with sequence UGGGAGGGGAGAGGCAGCAAGCA. The protein sequence of the target gene is MLVTAYLAFVGLLASCLGLELSRCRAKPPGRACSNPSFLRFQLDFYQVYFLALAADWLQAPYLYKLYQHYYFLEGQIAILYVCGLASTVLFGLVASSLVDWLGRKNSCVLFSLTYSLCCLTKLSQDYFVLLVGRALGGLSTALLFSAFEAWYIHEHVERHDFPAEWIPATFARAAFWNHVLAVVAGVAAEAVASWIGLGPVAPFVAAIPLLALAGALALRNWGENYDRQRAFSRTCAGGLRCLLSDRRVLLLGTIQALFESVIFIFVFLWTPVLDPHGAPLGIIFSSFMAASLLGSSLYR.... Result: 0 (no interaction). (5) Result: 1 (interaction). The miRNA is hsa-miR-106a-5p with sequence AAAAGUGCUUACAGUGCAGGUAG. The protein sequence of the target gene is MSGVRAVRISIESACEKQVHEVGLDGTETYLPPLSMSQNLARLAQRIDFSQGSGSEEEEAAGTEGDAQEWPGAGSSADQDDEEGVVKFQPSLWPWDSVRNNLRSALTEMCVLYDVLSIVRDKKFMTLDPVSQDALPPKQNPQTLQLISKKKSLAGAAQILLKGAERLTKSVTENQENKLQRDFNSELLRLRQHWKLRKVGDKILGDLSYRSAGSLFPHHGTFEVIKNTDLDLDKKIPEDYCPLDVQIPSDLEGSAYIKVSIQKQAPDIGDLGTVNLFKRPLPKSKPGSPHWQTKLEAAQN.... (6) The miRNA is mmu-miR-34a-5p with sequence UGGCAGUGUCUUAGCUGGUUGU. The protein sequence of the target gene is MGDWMTVTDPVLCTENKNLSQYTSETKMSPSSLYSQQVLCSSVPLSKNVHGVFGVFCTGENIEQSISYLDQELTTFGFPSLYEESKSKEAKRELNIVAVLNCMNELLVLQRKNLLAQESVETQNLKLGSDMDHLQSCYAKLKEQLETSRREMIGLQERDRQLQCKNRSLHQLLKNEKDEVQKLQNIIASRATQYNHDVKRKEREYNKLKERLHQLVMNKKDKNIAMDVLNYVGRADGKRGSWRTDKTEARNEDEMYKILLNDYEYRQKQILMENAELKKVLQQMKKEMISLLSPQKKKPR.... Result: 0 (no interaction). (7) The protein sequence of the target gene is MALHLLLLFGACWVQVASPDSLQRTTMLPSTPHITAPSTSEAQNASPSVSVGSGTVDSKETISPWGQTTIPVSLTPLETTELSSLETSAGASMSTPVPEPTASQEVSSKTSALLPEPSNVASDPPVTAANPVTDGPAANPVTDGTAASTSISKGTSAPPTTVTTSSNETSGPSVATTVSSKTSGPPVTTATGSLGPSSEMHGLPATTATSSVESSSVARGTSVSSRKTSTTSTQDPITTRSPSQESSGMLLVPMLIALVVVLALVALLLLWRQRQKRRTGALTLSGGGKRNGVVDAWAGP.... Result: 0 (no interaction). The miRNA is mmu-miR-3069-5p with sequence UUGGCAGUCAAGAUAUUGUUUAGC. (8) The miRNA is mmu-miR-758-3p with sequence UUUGUGACCUGGUCCACUA. The protein sequence of the target gene is MSDLQAAEGPGSWSPTARPGSAGGVGDCQGVEGSQAAASENEDLENKDTSLLASATDPEPCSSPHRPQMVSPVSKDATEDLRKATGPLEAQALVKQDLLPADQAQVLNEMAKYQVPQRSGDIVMIQSEHTGAIDVLSADLESADLLGDHRKVSPPLMAPPCIWTFAKVKEFKSKLGKEKNSRLVVKRGEVVTIRVPTHPEGKRVCWEFATDDYDIGFGVYFDWTPVTSTDITVQVSDSSDDEDEEEEEEEEIEEPVPAGDVERGSRSSLRGRYGEVMPVYRRDSHRDVQAGSHDYPGEGI.... Result: 0 (no interaction). (9) The miRNA is hsa-miR-4653-3p with sequence UGGAGUUAAGGGUUGCUUGGAGA. The protein sequence of the target gene is MSSKTASTNNIAQARRTVQQLRLEASIERIKVSKASADLMSYCEEHARSDPLLIGIPTSENPFKDKKTCIIL. Result: 0 (no interaction). (10) The miRNA is mmu-miR-26a-5p with sequence UUCAAGUAAUCCAGGAUAGGCU. The protein sequence of the target gene is MLPRKRPRSGRSRLQFLLLFLTLGCVLMMVILLHPPPPTLHQAVTAQASKHSPDTGYRLDFGDSQEWVLEAETEGDEYSLLDGLPSFISLQEDQLLVAVASPRARRSQSQGRRQGSYQFIKHRSRRWDEEALEKDWRTEEDGEESEEVLTPLGPDSDGLNKPLSARLPLRRVLPEVRHPLCLQQHPTSGLPTASVILCFHDEAWPTLLRTVHSILDTAPRALLQEIILVDDLSQQELLKSALSEYVARLEAVKLLRSNRRLGTIGARMLGATRATGDVLVFMDAHCECHPGWLEPLLSRI.... Result: 1 (interaction).